From a dataset of Catalyst prediction with 721,799 reactions and 888 catalyst types from USPTO. Predict which catalyst facilitates the given reaction. Reactant: [Cl:1][C:2]1[C:25]([O:26][CH3:27])=[CH:24][C:5]2[S:6][C:7]3[C:18](=[O:19])[N:17]([NH:20]C(=O)C)[C:11]4([CH2:16][CH2:15][O:14][CH2:13][CH2:12]4)[CH2:10][C:8]=3[NH:9][C:4]=2[CH:3]=1.Cl. Product: [NH2:20][N:17]1[C:11]2([CH2:16][CH2:15][O:14][CH2:13][CH2:12]2)[CH2:10][C:8]2[NH:9][C:4]3[CH:3]=[C:2]([Cl:1])[C:25]([O:26][CH3:27])=[CH:24][C:5]=3[S:6][C:7]=2[C:18]1=[O:19]. The catalyst class is: 5.